From a dataset of Forward reaction prediction with 1.9M reactions from USPTO patents (1976-2016). Predict the product of the given reaction. (1) The product is: [CH3:16][O:15][C:12]1[CH:13]=[C:14]2[C:9](=[CH:10][C:11]=1[O:17][CH3:18])[N:8]=[CH:7][CH:6]=[C:5]2[O:4][C:3]1[CH:19]=[CH:20][C:21]([CH3:23])=[CH:22][C:2]=1[NH:1][C:24]1[CH:29]=[CH:28][CH:27]=[CH:26][CH:25]=1. Given the reactants [NH2:1][C:2]1[CH:22]=[C:21]([CH3:23])[CH:20]=[CH:19][C:3]=1[O:4][C:5]1[C:14]2[C:9](=[CH:10][C:11]([O:17][CH3:18])=[C:12]([O:15][CH3:16])[CH:13]=2)[N:8]=[CH:7][CH:6]=1.[C:24]1(B(O)O)[CH:29]=[CH:28][CH:27]=[CH:26][CH:25]=1, predict the reaction product. (2) Given the reactants [CH2:1]=[C:2]1[CH2:7][C:6](=[O:8])[O:5][C:3]1=[O:4].[NH2:9][C:10]1[CH:15]=[CH:14][CH:13]=[CH:12][CH:11]=1, predict the reaction product. The product is: [C:10]1([NH:9][C:6]([CH2:7][C:2](=[CH2:1])[C:3]([OH:5])=[O:4])=[O:8])[CH:15]=[CH:14][CH:13]=[CH:12][CH:11]=1. (3) Given the reactants C(O)(=O)C.[C:5]([O:9][C:10]([N:12]1[CH2:17][CH2:16][CH:15]([CH:18]([NH2:20])[NH2:19])[CH2:14][CH2:13]1)=[O:11])([CH3:8])([CH3:7])[CH3:6].C(=O)([O-])[O-].[K+].[K+].Br[CH2:28][C:29]([C:31]1[CH:36]=[CH:35][CH:34]=[C:33]([Cl:37])[CH:32]=1)=O.C(OCC)(=O)C, predict the reaction product. The product is: [C:5]([O:9][C:10]([N:12]1[CH2:17][CH2:16][CH:15]([C:18]2[NH:19][CH:28]=[C:29]([C:31]3[CH:36]=[CH:35][CH:34]=[C:33]([Cl:37])[CH:32]=3)[N:20]=2)[CH2:14][CH2:13]1)=[O:11])([CH3:8])([CH3:6])[CH3:7]. (4) Given the reactants [O:1]1[CH:5]=[CH:4][CH:3]=[C:2]1[C:6]1[CH:35]=[CH:34][C:9]([C:10]([N:12]([CH2:16][C:17]2[CH:33]=[CH:32][CH:31]=[CH:30][C:18]=2[O:19][CH2:20][CH2:21][O:22][CH2:23][CH2:24][C:25]([O:27]CC)=[O:26])[CH:13]([CH3:15])[CH3:14])=[O:11])=[CH:8][CH:7]=1.O.[OH-].[Li+].Cl, predict the reaction product. The product is: [O:1]1[CH:5]=[CH:4][CH:3]=[C:2]1[C:6]1[CH:7]=[CH:8][C:9]([C:10]([N:12]([CH2:16][C:17]2[CH:33]=[CH:32][CH:31]=[CH:30][C:18]=2[O:19][CH2:20][CH2:21][O:22][CH2:23][CH2:24][C:25]([OH:27])=[O:26])[CH:13]([CH3:14])[CH3:15])=[O:11])=[CH:34][CH:35]=1. (5) Given the reactants [Br:1][C:2]1[C:3]2[CH:24]=[C:23]([Cl:25])[CH:22]=[CH:21][C:4]=2[C:5]([CH:14]2[CH2:19][CH2:18][N:17]([CH3:20])[CH2:16][CH2:15]2)(O)[C:6]2[CH:12]=[CH:11][CH:10]=[CH:9][C:7]=2[CH:8]=1.C(OC(=O)C)(=O)C, predict the reaction product. The product is: [Br:1][C:2]1[C:3]2[CH:24]=[C:23]([Cl:25])[CH:22]=[CH:21][C:4]=2[C:5](=[C:14]2[CH2:15][CH2:16][N:17]([CH3:20])[CH2:18][CH2:19]2)[C:6]2[CH:12]=[CH:11][CH:10]=[CH:9][C:7]=2[CH:8]=1. (6) Given the reactants [C:1]([O:5][C:6](=[O:23])[NH:7][CH2:8][CH2:9][CH2:10][N:11]([C:13]1[CH:14]=[CH:15][C:16]2[N:17]([C:19](Br)=[CH:20][N:21]=2)[N:18]=1)[CH3:12])([CH3:4])([CH3:3])[CH3:2].[C:24]([C:27]1[S:31][C:30](B(O)O)=[CH:29][CH:28]=1)(=[O:26])[CH3:25].O.[O-]P([O-])([O-])=O.[K+].[K+].[K+].ClCCl, predict the reaction product. The product is: [C:1]([O:5][C:6](=[O:23])[NH:7][CH2:8][CH2:9][CH2:10][N:11]([C:13]1[CH:14]=[CH:15][C:16]2[N:17]([C:19]([C:30]3[S:31][C:27]([C:24](=[O:26])[CH3:25])=[CH:28][CH:29]=3)=[CH:20][N:21]=2)[N:18]=1)[CH3:12])([CH3:4])([CH3:3])[CH3:2]. (7) Given the reactants [Cl:1][C:2]1[CH:3]=[C:4]([CH2:9][C:10]#[N:11])[CH:5]=[CH:6][C:7]=1[F:8].CO, predict the reaction product. The product is: [ClH:1].[Cl:1][C:2]1[CH:3]=[C:4]([CH2:9][CH2:10][NH2:11])[CH:5]=[CH:6][C:7]=1[F:8].